This data is from Full USPTO retrosynthesis dataset with 1.9M reactions from patents (1976-2016). The task is: Predict the reactants needed to synthesize the given product. (1) Given the product [NH:25]1[C:26]2[C:31](=[CH:30][CH:29]=[CH:28][CH:27]=2)[C:23]([C:20]2[CH2:21][CH2:22][N:17]([CH2:14][CH:8]3[O:7][C:6]4[C:11](=[CH:12][CH:13]=[C:4]5[NH:3][C:2]([CH3:1])=[N:16][C:5]5=4)[O:10][CH2:9]3)[CH2:18][CH:19]=2)=[CH:24]1, predict the reactants needed to synthesize it. The reactants are: [CH3:1][C:2]1[NH:3][C:4]2[C:5]([N:16]=1)=[C:6]1[C:11](=[CH:12][CH:13]=2)[O:10][CH2:9][C@H:8]([CH2:14]Cl)[O:7]1.[NH:17]1[CH2:22][CH:21]=[C:20]([C:23]2[C:31]3[C:26](=[CH:27][CH:28]=[CH:29][CH:30]=3)[NH:25][CH:24]=2)[CH2:19][CH2:18]1. (2) Given the product [CH:23]1([C:2]2[C:3]([N:15]3[CH2:20][CH2:19][C:18]([F:22])([F:21])[CH2:17][CH2:16]3)=[CH:4][C:5]([O:12][CH2:13][CH3:14])=[C:6]([CH:11]=2)[C:7]([O:9][CH3:10])=[O:8])[CH2:25][CH2:24]1, predict the reactants needed to synthesize it. The reactants are: Br[C:2]1[C:3]([N:15]2[CH2:20][CH2:19][C:18]([F:22])([F:21])[CH2:17][CH2:16]2)=[CH:4][C:5]([O:12][CH2:13][CH3:14])=[C:6]([CH:11]=1)[C:7]([O:9][CH3:10])=[O:8].[CH:23]1(B(O)O)[CH2:25][CH2:24]1. (3) The reactants are: [F:1][C:2]1[CH:7]=[CH:6][C:5]([N:8]2[C:12]([CH3:13])=[CH:11][C:10]([C:14]([OH:16])=O)=[C:9]2[CH3:17])=[CH:4][CH:3]=1.N=C=N.Cl.[NH2:22][CH2:23][C:24]1[CH:32]=[CH:31][C:27]([C:28]([NH2:30])=[NH:29])=[CH:26][CH:25]=1.C1C=CC2N(O)N=NC=2C=1.C(N(C(C)C)CC)(C)C. Given the product [C:28]([C:27]1[CH:31]=[CH:32][C:24]([CH2:23][NH:22][C:14]([C:10]2[CH:11]=[C:12]([CH3:13])[N:8]([C:5]3[CH:4]=[CH:3][C:2]([F:1])=[CH:7][CH:6]=3)[C:9]=2[CH3:17])=[O:16])=[CH:25][CH:26]=1)(=[NH:29])[NH2:30], predict the reactants needed to synthesize it. (4) Given the product [CH3:1][O:2][CH2:3][CH2:4][CH2:5][N:6]1[C:11]2[CH:12]=[C:13]([CH2:16][O:17][CH:18]3[CH:23]([C:24]4[CH:25]=[CH:26][C:27]([N:48]5[CH2:52][CH2:51][CH2:50][CH2:49]5)=[CH:28][CH:29]=4)[CH2:22][CH2:21][N:20]([C:38]([O:40][CH2:41][C:42]4[CH:47]=[CH:46][CH:45]=[CH:44][CH:43]=4)=[O:39])[CH2:19]3)[CH:14]=[CH:15][C:10]=2[O:9][CH2:8][CH2:7]1, predict the reactants needed to synthesize it. The reactants are: [CH3:1][O:2][CH2:3][CH2:4][CH2:5][N:6]1[C:11]2[CH:12]=[C:13]([CH2:16][O:17][CH:18]3[CH:23]([C:24]4[CH:29]=[CH:28][C:27](OS(C(F)(F)F)(=O)=O)=[CH:26][CH:25]=4)[CH2:22][CH2:21][N:20]([C:38]([O:40][CH2:41][C:42]4[CH:47]=[CH:46][CH:45]=[CH:44][CH:43]=4)=[O:39])[CH2:19]3)[CH:14]=[CH:15][C:10]=2[O:9][CH2:8][CH2:7]1.[NH:48]1[CH2:52][CH2:51][CH2:50][CH2:49]1.C(=O)([O-])[O-].[Cs+].[Cs+].O. (5) Given the product [F:11][C:12]1[CH:20]=[CH:19][CH:18]=[CH:17][C:13]=1[CH2:14][CH2:15][N:9]1[C:6]2[CH:7]=[CH:8][C:3]([I:2])=[CH:4][C:5]=2[C:30]2[CH2:29][N:28]([CH3:27])[CH2:33][CH2:32][C:31]1=2, predict the reactants needed to synthesize it. The reactants are: Cl.[I:2][C:3]1[CH:8]=[CH:7][C:6]([NH:9]N)=[CH:5][CH:4]=1.[F:11][C:12]1[CH:20]=[CH:19][CH:18]=[CH:17][C:13]=1[CH2:14][CH2:15]Br.C(NCC)C.Cl.[CH3:27][N:28]1[CH2:33][CH2:32][C:31](=O)[CH2:30][CH2:29]1.FC(F)(F)C([O-])=O. (6) Given the product [O:8]1[C:7]2[CH:11]=[CH:12][C:4]([CH:1]([NH2:14])[CH3:2])=[CH:5][C:6]=2[CH2:10][CH2:9]1, predict the reactants needed to synthesize it. The reactants are: [C:1]([C:4]1[CH:12]=[CH:11][C:7]2[O:8][CH2:9][CH2:10][C:6]=2[CH:5]=1)(=O)[CH3:2].[OH-].[NH4+:14].